From a dataset of Forward reaction prediction with 1.9M reactions from USPTO patents (1976-2016). Predict the product of the given reaction. (1) Given the reactants [Cl-].[CH3:2][O:3][CH2:4][P+](C1C=CC=CC=1)(C1C=CC=CC=1)C1C=CC=CC=1.CC(C)([O-])C.[K+].[C:30]([C:32]1([C:39]2[C:48]3[O:47][CH2:46][CH2:45][O:44][C:43]=3[C:42]([O:49][CH3:50])=[CH:41][CH:40]=2)[CH2:37][CH2:36][C:35](=O)[CH2:34][CH2:33]1)#[N:31].O, predict the reaction product. The product is: [CH3:50][O:49][C:42]1[C:43]2[O:44][CH2:45][CH2:46][O:47][C:48]=2[C:39]([C:32]2([C:30]#[N:31])[CH2:37][CH2:36][C:35](=[CH:2][O:3][CH3:4])[CH2:34][CH2:33]2)=[CH:40][CH:41]=1. (2) Given the reactants [N:1]1([C:7]([O:9][C:10]([CH3:13])([CH3:12])[CH3:11])=[O:8])[CH2:6][CH2:5][NH:4][CH2:3][CH2:2]1.CCN(CC)CC.[CH3:21][S:22](Cl)(=[O:24])=[O:23], predict the reaction product. The product is: [CH3:21][S:22]([N:4]1[CH2:5][CH2:6][N:1]([C:7]([O:9][C:10]([CH3:13])([CH3:12])[CH3:11])=[O:8])[CH2:2][CH2:3]1)(=[O:24])=[O:23]. (3) The product is: [C:20]([OH:30])(=[O:29])[C@@H:21]([C:23]1[CH:28]=[CH:27][CH:26]=[CH:25][CH:24]=1)[OH:22].[NH2:1][CH2:2][C@:3]1([CH2:12][C:13]([O:15][C:16]([CH3:17])([CH3:19])[CH3:18])=[O:14])[CH2:9][C@@H:8]2[C@H:4]1[CH:5]=[C:6]([CH2:10][CH3:11])[CH2:7]2. Given the reactants [NH2:1][CH2:2][C:3]1([CH2:12][C:13]([O:15][C:16]([CH3:19])([CH3:18])[CH3:17])=[O:14])[CH2:9][CH:8]2[CH:4]1[CH:5]=[C:6]([CH2:10][CH3:11])[CH2:7]2.[C:20]([OH:30])(=[O:29])[C@@H:21]([C:23]1[CH:28]=[CH:27][CH:26]=[CH:25][CH:24]=1)[OH:22], predict the reaction product. (4) Given the reactants [CH2:1]([C@H:8]1[CH2:12][O:11][C:10](=[O:13])[N:9]1[C:14](=[O:26])[CH2:15][C:16]1[CH:21]=[CH:20][C:19]([S:22]([CH3:25])(=[O:24])=[O:23])=[CH:18][CH:17]=1)[C:2]1[CH:7]=[CH:6][CH:5]=[CH:4][CH:3]=1.Br[CH2:28][C:29]1[CH:34]=[CH:33][CH:32]=[CH:31][C:30]=1[CH3:35].C[Si]([N-][Si](C)(C)C)(C)C.[Na+], predict the reaction product. The product is: [CH2:1]([C@H:8]1[CH2:12][O:11][C:10](=[O:13])[N:9]1[C:14](=[O:26])[C@@H:15]([C:16]1[CH:17]=[CH:18][C:19]([S:22]([CH3:25])(=[O:24])=[O:23])=[CH:20][CH:21]=1)[CH2:28][C:29]1[CH:34]=[CH:33][CH:32]=[CH:31][C:30]=1[CH3:35])[C:2]1[CH:7]=[CH:6][CH:5]=[CH:4][CH:3]=1.[CH2:1]([C@H:8]1[CH2:12][O:11][C:10](=[O:13])[N:9]1[C:14](=[O:26])[C@H:15]([C:16]1[CH:17]=[CH:18][C:19]([S:22]([CH3:25])(=[O:24])=[O:23])=[CH:20][CH:21]=1)[CH2:28][C:29]1[CH:34]=[CH:33][CH:32]=[CH:31][C:30]=1[CH3:35])[C:2]1[CH:7]=[CH:6][CH:5]=[CH:4][CH:3]=1. (5) The product is: [Br:1][C:2]1[C:3]([C:9]([CH3:17])([CH3:16])[O:10][SiH2:11][C:12]([CH3:15])([CH3:14])[CH3:13])=[C:4]([NH:8][C:31](=[O:32])[C:30]2[CH:34]=[CH:35][C:27]([CH:24]3[CH2:26][CH2:25]3)=[CH:28][C:29]=2[CH3:36])[CH:5]=[CH:6][CH:7]=1. Given the reactants [Br:1][C:2]1[C:3]([C:9]([CH3:17])([CH3:16])[O:10][SiH2:11][C:12]([CH3:15])([CH3:14])[CH3:13])=[C:4]([NH2:8])[CH:5]=[CH:6][CH:7]=1.N1C=CC=CC=1.[CH:24]1([C:27]2[CH:35]=[CH:34][C:30]([C:31](Cl)=[O:32])=[C:29]([CH3:36])[CH:28]=2)[CH2:26][CH2:25]1, predict the reaction product. (6) Given the reactants [Cl:1][C:2]1[C:7]([N:8]2[CH2:13][CH2:12][CH:11]([C:14]3[CH:19]=[CH:18][CH:17]=[CH:16][C:15]=3[C:20]([F:23])([F:22])[F:21])[CH2:10][CH2:9]2)=[CH:6][N:5]=[N:4][C:3]=1[NH:24][NH2:25].C(=O)(O)[O-].[Na+].[F:31][C:32]([F:38])([F:37])[CH2:33][C:34](Cl)=[O:35], predict the reaction product. The product is: [Cl:1][C:2]1[C:7]([N:8]2[CH2:13][CH2:12][CH:11]([C:14]3[CH:19]=[CH:18][CH:17]=[CH:16][C:15]=3[C:20]([F:22])([F:23])[F:21])[CH2:10][CH2:9]2)=[CH:6][N:5]=[N:4][C:3]=1[NH:24][NH:25][C:34](=[O:35])[CH2:33][C:32]([F:38])([F:37])[F:31]. (7) The product is: [C:1]([N:4]1[C:13]2[C:8](=[CH:9][C:10]([C:14]#[N:15])=[CH:11][CH:12]=2)[C@H:7]([NH:16][C:17]2[CH:22]=[CH:21][CH:20]=[C:19]([CH2:23][OH:24])[N:18]=2)[C@@H:6]([CH3:32])[C@@H:5]1[CH:33]1[CH2:35][CH2:34]1)(=[O:3])[CH3:2]. Given the reactants [C:1]([N:4]1[C:13]2[C:8](=[CH:9][C:10]([C:14]#[N:15])=[CH:11][CH:12]=2)[C@H:7]([NH:16][C:17]2[CH:22]=[CH:21][CH:20]=[C:19]([CH2:23][O:24][Si](C(C)(C)C)(C)C)[N:18]=2)[C@@H:6]([CH3:32])[C@@H:5]1[CH:33]1[CH2:35][CH2:34]1)(=[O:3])[CH3:2].CCCC[N+](CCCC)(CCCC)CCCC.[F-], predict the reaction product.